This data is from Reaction yield outcomes from USPTO patents with 853,638 reactions. The task is: Predict the reaction yield, written as a fraction of the theoretical maximum amount of product (1.0 means a 100% yield; for example, 0.34 means a 34% yield). (1) The reactants are [CH3:1][C:2]1[S:6][CH:5]=[C:4](/[CH:7]=[C:8](/[C@H:10]2[O:27][C:25](=[O:26])[CH2:24][C@H:23]([OH:28])[C:22]([CH3:30])([CH3:29])[C:20](=[O:21])[C@H:19]([CH3:31])[C@@H:18]([OH:32])[C@@H:17]([CH3:33])[CH2:16][CH2:15][CH2:14][CH:13]=[CH:12][CH2:11]2)\[CH3:9])[N:3]=1.CC1(C)O[O:36]1. The catalyst is C(Cl)Cl. The product is [CH3:1][C:2]1[S:6][CH:5]=[C:4](/[CH:7]=[C:8](/[C@H:10]2[O:27][C:25](=[O:26])[CH2:24][C@H:23]([OH:28])[C:22]([CH3:30])([CH3:29])[C:20](=[O:21])[C@H:19]([CH3:31])[C@@H:18]([OH:32])[C@@H:17]([CH3:33])[CH2:16][CH2:15][CH2:14][C@H:13]3[O:36][C@H:12]3[CH2:11]2)\[CH3:9])[N:3]=1. The yield is 0.450. (2) The reactants are [NH2:1][C:2]1[N:7]=[CH:6][N:5]=[C:4]2[N:8]([CH:21]([C:23]3[O:24][C:25]4[C:30]([C:31](=[O:40])[C:32]=3[C:33]3[CH:38]=[CH:37][CH:36]=[C:35]([F:39])[CH:34]=3)=[CH:29][CH:28]=[CH:27][CH:26]=4)[CH3:22])[N:9]=[C:10]([C:11]3[CH:16]=[CH:15][C:14]([NH:17]C(=O)C)=[CH:13][CH:12]=3)[C:3]=12.Cl.C(=O)([O-])[O-].[Na+].[Na+].ClCCl. The catalyst is C(O)C. The product is [NH2:1][C:2]1[N:7]=[CH:6][N:5]=[C:4]2[N:8]([CH:21]([C:23]3[O:24][C:25]4[C:30]([C:31](=[O:40])[C:32]=3[C:33]3[CH:38]=[CH:37][CH:36]=[C:35]([F:39])[CH:34]=3)=[CH:29][CH:28]=[CH:27][CH:26]=4)[CH3:22])[N:9]=[C:10]([C:11]3[CH:12]=[CH:13][C:14]([NH2:17])=[CH:15][CH:16]=3)[C:3]=12. The yield is 0.270. (3) The reactants are [C:1](OC=C)(=[O:19])[CH2:2]CCCCCCCCCCCCCCCC.[F:23][C:24]([F:28])=[C:25]([F:27])[F:26].[OH-].[Na+]. The catalyst is O1CCCC1. The product is [CH:1]([OH:19])=[CH2:2].[F:23][C:24]([F:28])=[C:25]([F:27])[F:26]. The yield is 1.00. (4) The reactants are [Cl:1][CH:2]([CH3:7])[C:3]([NH:5][OH:6])=[NH:4].C(N(CC)CC)C.[CH3:15][C:16]1[CH:17]=[C:18]([CH:22]=[CH:23][CH:24]=1)[C:19](Cl)=O. The catalyst is C(Cl)Cl. The product is [Cl:1][CH:2]([C:3]1[N:4]=[C:15]([C:16]2[CH:17]=[C:18]([CH3:19])[CH:22]=[CH:23][CH:24]=2)[O:6][N:5]=1)[CH3:7]. The yield is 0.590. (5) The reactants are [N+:1]([C:4]1[CH:5]=[CH:6][C:7]([C:23]([N:25]2[CH2:30][CH2:29][CH2:28][CH2:27][CH2:26]2)=[O:24])=[C:8]([NH:10][S:11]([C:14]2[C:19]3=[N:20][S:21][N:22]=[C:18]3[CH:17]=[CH:16][CH:15]=2)(=[O:13])=[O:12])[CH:9]=1)([O-])=O.O.O.Cl[Sn]Cl. The catalyst is CCOC(C)=O.C(Cl)Cl. The product is [NH2:1][C:4]1[CH:5]=[CH:6][C:7]([C:23]([N:25]2[CH2:26][CH2:27][CH2:28][CH2:29][CH2:30]2)=[O:24])=[C:8]([NH:10][S:11]([C:14]2[C:19]3=[N:20][S:21][N:22]=[C:18]3[CH:17]=[CH:16][CH:15]=2)(=[O:13])=[O:12])[CH:9]=1. The yield is 0.820.